From a dataset of Reaction yield outcomes from USPTO patents with 853,638 reactions. Predict the reaction yield, written as a fraction of the theoretical maximum amount of product (1.0 means a 100% yield; for example, 0.34 means a 34% yield). The reactants are [CH3:1][O:2][C:3](=[O:21])[CH:4]=[CH:5][C:6]1[CH:11]=[CH:10][CH:9]=[C:8]([CH2:12][NH:13][S:14]([CH2:17][N:18]=[N+:19]=[N-:20])(=[O:16])=[O:15])[CH:7]=1.CCN(C(C)C)C(C)C.[C:31]([C:33]1[CH:38]=[CH:37][CH:36]=[CH:35][CH:34]=1)#[CH:32].[Na]. The catalyst is CN(C=O)C.[Cu]I. The product is [CH3:1][O:2][C:3](=[O:21])[CH:4]=[CH:5][C:6]1[CH:11]=[CH:10][CH:9]=[C:8]([CH2:12][NH:13][S:14]([CH2:17][N:18]2[CH:32]=[C:31]([C:33]3[CH:38]=[CH:37][CH:36]=[CH:35][CH:34]=3)[N:20]=[N:19]2)(=[O:15])=[O:16])[CH:7]=1. The yield is 0.460.